From a dataset of Full USPTO retrosynthesis dataset with 1.9M reactions from patents (1976-2016). Predict the reactants needed to synthesize the given product. (1) Given the product [CH3:37][C:36]1[CH:35]=[C:34]([CH3:38])[NH:33][C:32](=[O:39])[C:31]=1[CH2:30][NH:29][C:23]([C:14]1[C:13]([CH3:26])=[C:12]([CH:10]([CH:7]2[CH2:6][CH2:5][N:4]([CH2:3][C:2]([OH:1])([CH3:28])[CH3:27])[CH2:9][CH2:8]2)[CH3:11])[N:16]2[C:15]=1[CH:20]=[CH:19][C:18]([O:21][CH3:22])=[N:17]2)=[O:24], predict the reactants needed to synthesize it. The reactants are: [OH:1][C:2]([CH3:28])([CH3:27])[CH2:3][N:4]1[CH2:9][CH2:8][CH:7]([CH:10]([C:12]2[N:16]3[N:17]=[C:18]([O:21][CH3:22])[CH:19]=[CH:20][C:15]3=[C:14]([C:23](O)=[O:24])[C:13]=2[CH3:26])[CH3:11])[CH2:6][CH2:5]1.[NH2:29][CH2:30][C:31]1[C:32](=[O:39])[NH:33][C:34]([CH3:38])=[CH:35][C:36]=1[CH3:37]. (2) Given the product [Cl:25][C:19]1[C:18]2[C:13](=[CH:14][CH:15]=[CH:16][CH:17]=2)[N:12]([CH3:21])[C:11](=[O:22])[C:10]=1[C:8]#[N:7], predict the reactants needed to synthesize it. The reactants are: C1([NH:7][C:8]([C:10]2[C:11](=[O:22])[N:12]([CH3:21])[C:13]3[C:18]([C:19]=2O)=[CH:17][CH:16]=[CH:15][CH:14]=3)=O)CCCCC1.P(Cl)(Cl)([Cl:25])=O. (3) Given the product [Cl:1][C:2]1[CH:7]=[CH:6][CH:5]=[C:4]([C:8]([F:11])([F:10])[F:9])[C:3]=1[C:12]([N:14]1[C:22]2[C:17](=[C:18]([F:23])[CH:19]=[CH:20][CH:21]=2)[C:16]([C:33]2[CH2:38][CH2:37][CH:36]([C:39]([O:41][CH2:42][CH3:43])=[O:40])[CH2:35][CH:34]=2)=[N:15]1)=[O:13], predict the reactants needed to synthesize it. The reactants are: [Cl:1][C:2]1[CH:7]=[CH:6][CH:5]=[C:4]([C:8]([F:11])([F:10])[F:9])[C:3]=1[C:12]([N:14]1[C:22]2[C:17](=[C:18]([F:23])[CH:19]=[CH:20][CH:21]=2)[C:16](I)=[N:15]1)=[O:13].CC1(C)C(C)(C)OB([C:33]2[CH2:38][CH2:37][CH:36]([C:39]([O:41][CH2:42][CH3:43])=[O:40])[CH2:35][CH:34]=2)O1.C([O-])([O-])=O.[Na+].[Na+]. (4) Given the product [C:1]([N:8]1[CH2:13][CH2:12][CH:11]([C:14]2[NH:31][N:30]=[N:29][N:15]=2)[CH2:10][CH2:9]1)([O:3][C:4]([CH3:7])([CH3:6])[CH3:5])=[O:2], predict the reactants needed to synthesize it. The reactants are: [C:1]([N:8]1[CH2:13][CH2:12][CH:11]([C:14]#[N:15])[CH2:10][CH2:9]1)([O:3][C:4]([CH3:7])([CH3:6])[CH3:5])=[O:2].C([Sn]([N:29]=[N+:30]=[N-:31])(CCCC)CCCC)CCC. (5) Given the product [Cl:23][CH2:24][C:25]([NH:21][C:19]1[S:20][C:16]([C:8]2[CH:9]=[CH:10][C:11]([S:12]([CH3:15])(=[O:14])=[O:13])=[C:6]([N:1]3[CH:5]=[CH:4][N:3]=[CH:2]3)[CH:7]=2)=[C:17]([CH3:22])[N:18]=1)=[O:26], predict the reactants needed to synthesize it. The reactants are: [N:1]1([C:6]2[CH:7]=[C:8]([C:16]3[S:20][C:19]([NH2:21])=[N:18][C:17]=3[CH3:22])[CH:9]=[CH:10][C:11]=2[S:12]([CH3:15])(=[O:14])=[O:13])[CH:5]=[CH:4][N:3]=[CH:2]1.[Cl:23][CH2:24][C:25](Cl)=[O:26]. (6) The reactants are: [Cl:1][C:2]1[CH:7]=[C:6]([Cl:8])[CH:5]=[CH:4][C:3]=1[CH:9]1[CH:18]([C:19]([NH:21][CH2:22][CH2:23][CH2:24][C:25](O)=[O:26])=[O:20])[C:17]2[C:12](=[CH:13][CH:14]=[CH:15][CH:16]=2)[C:11](=[O:28])[N:10]1[CH:29]1[CH2:34][CH2:33][CH2:32][CH2:31][CH:30]1[NH:35][S:36]([CH3:39])(=[O:38])=[O:37].[CH2:40]([NH2:42])[CH3:41].CCN=C=NCCCN(C)C.C1C=CC2N(O)N=NC=2C=1. Given the product [Cl:1][C:2]1[CH:7]=[C:6]([Cl:8])[CH:5]=[CH:4][C:3]=1[CH:9]1[CH:18]([C:19]([NH:21][CH2:22][CH2:23][CH2:24][C:25]([NH:42][CH2:40][CH3:41])=[O:26])=[O:20])[C:17]2[C:12](=[CH:13][CH:14]=[CH:15][CH:16]=2)[C:11](=[O:28])[N:10]1[CH:29]1[CH2:34][CH2:33][CH2:32][CH2:31][CH:30]1[NH:35][S:36]([CH3:39])(=[O:38])=[O:37], predict the reactants needed to synthesize it.